Predict the product of the given reaction. From a dataset of Forward reaction prediction with 1.9M reactions from USPTO patents (1976-2016). (1) The product is: [C:1]([O:5][C:6]([NH:8][C:9]1[S:10][CH:11]=[C:12]([C:14]([OH:16])=[O:15])[N:13]=1)=[O:7])([CH3:4])([CH3:2])[CH3:3]. Given the reactants [C:1]([O:5][C:6]([NH:8][C:9]1[S:10][CH:11]=[C:12]([C:14]([O:16]C)=[O:15])[N:13]=1)=[O:7])([CH3:4])([CH3:3])[CH3:2].[OH-].[Li+].Cl, predict the reaction product. (2) Given the reactants [C:1]([O:5][C:6](=[O:22])[NH:7][C:8]1[CH:13]=[CH:12][C:11]([C:14]#[C:15][C:16]2[S:17][CH:18]=[CH:19][N:20]=2)=[CH:10][C:9]=1[NH2:21])([CH3:4])([CH3:3])[CH3:2].C([O:25][C:26](=O)[CH2:27][C:28]([C:30]1[CH:35]=[CH:34][CH:33]=[C:32]([C:36]#[N:37])[CH:31]=1)=[O:29])C, predict the reaction product. The product is: [C:1]([O:5][C:6](=[O:22])[NH:7][C:8]1[CH:13]=[CH:12][C:11]([C:14]#[C:15][C:16]2[S:17][CH:18]=[CH:19][N:20]=2)=[CH:10][C:9]=1[NH:21][C:26](=[O:25])[CH2:27][C:28]([C:30]1[CH:35]=[CH:34][CH:33]=[C:32]([C:36]#[N:37])[CH:31]=1)=[O:29])([CH3:4])([CH3:2])[CH3:3]. (3) Given the reactants Br[C:2]1[CH:7]=[CH:6][CH:5]=[CH:4][C:3]=1[S:8]([NH:11][CH2:12][CH2:13][OH:14])(=[O:10])=[O:9].[NH2:15][C:16]1[C:17]([C:38]#[N:39])=[N:18][C:19]([C:22]2[CH:27]=[CH:26][C:25](B3OC(C)(C)C(C)(C)O3)=[CH:24][C:23]=2[F:37])=[CH:20][N:21]=1, predict the reaction product. The product is: [NH2:15][C:16]1[N:21]=[CH:20][C:19]([C:22]2[CH:27]=[CH:26][C:25]([C:2]3[C:3]([S:8]([NH:11][CH2:12][CH2:13][OH:14])(=[O:10])=[O:9])=[CH:4][CH:5]=[CH:6][CH:7]=3)=[CH:24][C:23]=2[F:37])=[N:18][C:17]=1[C:38]#[N:39].